Dataset: Reaction yield outcomes from USPTO patents with 853,638 reactions. Task: Predict the reaction yield, written as a fraction of the theoretical maximum amount of product (1.0 means a 100% yield; for example, 0.34 means a 34% yield). (1) The reactants are [O:1]=[C:2]1[NH:7][C:6]2[CH:8]=[C:9]([C:12]([OH:14])=O)[CH:10]=[CH:11][C:5]=2[S:4][CH2:3]1.[CH3:15][O:16][C:17]1[CH:26]=[C:25]2[C:20]([N:21]=[CH:22][C:23]([O:27][CH2:28][CH2:29][N:30]3[CH2:35][CH2:34][CH:33]([NH2:36])[CH2:32][CH2:31]3)=[N:24]2)=[CH:19][CH:18]=1.ON1C2C=CC=CC=2N=N1.Cl.CN(C)CCCN=C=NCC.C(N(CC)C(C)C)(C)C. The catalyst is CN(C)C=O. The product is [CH3:15][O:16][C:17]1[CH:26]=[C:25]2[C:20]([N:21]=[CH:22][C:23]([O:27][CH2:28][CH2:29][N:30]3[CH2:31][CH2:32][CH:33]([NH:36][C:12]([C:9]4[CH:10]=[CH:11][C:5]5[S:4][CH2:3][C:2](=[O:1])[NH:7][C:6]=5[CH:8]=4)=[O:14])[CH2:34][CH2:35]3)=[N:24]2)=[CH:19][CH:18]=1. The yield is 0.130. (2) The reactants are C([O:5][C:6](=[O:60])[C@@H:7]([NH:11][C:12]([C@@H:14]1[CH2:18][C@@H:17]([O:19][C:20]2[C:29]3[C:24](=[CH:25][C:26]([O:30][CH3:31])=[CH:27][CH:28]=3)[N:23]=[C:22]([C:32]3[CH:37]=[CH:36][CH:35]=[CH:34][CH:33]=3)[CH:21]=2)[CH2:16][C@H:15]1[C:38](=[O:59])[NH:39][C@H:40]([C:45](=[O:58])[NH:46][C@@H:47]([CH:52]1[CH2:57][CH2:56][CH2:55][CH2:54][CH2:53]1)[C:48](=[O:51])[NH:49][CH3:50])[C:41]([CH3:44])([CH3:43])[CH3:42])=[O:13])[CH2:8][CH2:9][CH3:10])(C)(C)C.C([SiH](CC)CC)C.C(O)(C(F)(F)F)=O. The catalyst is C(Cl)Cl. The product is [CH:52]1([C@H:47]([NH:46][C:45]([C@@H:40]([NH:39][C:38]([C@@H:15]2[CH2:16][C@H:17]([O:19][C:20]3[C:29]4[C:24](=[CH:25][C:26]([O:30][CH3:31])=[CH:27][CH:28]=4)[N:23]=[C:22]([C:32]4[CH:33]=[CH:34][CH:35]=[CH:36][CH:37]=4)[CH:21]=3)[CH2:18][C@H:14]2[C:12]([NH:11][C@@H:7]([CH2:8][CH2:9][CH3:10])[C:6]([OH:60])=[O:5])=[O:13])=[O:59])[C:41]([CH3:42])([CH3:43])[CH3:44])=[O:58])[C:48](=[O:51])[NH:49][CH3:50])[CH2:57][CH2:56][CH2:55][CH2:54][CH2:53]1. The yield is 1.00. (3) The reactants are [H-].[Al+3].[Li+].[H-].[H-].[H-].C([O:9][C:10](=O)[C:11]([CH3:35])([CH3:34])[CH2:12][CH2:13][CH2:14][CH2:15][CH2:16][CH2:17][C:18](=[O:33])[CH2:19][CH2:20][CH2:21][CH2:22][CH2:23][CH2:24][C:25]([CH3:32])([CH3:31])[C:26](OCC)=[O:27])C.C(OCC)(=O)C.S(=O)(=O)(O)O. The catalyst is C(OC)(C)(C)C.O. The product is [CH3:34][C:11]([CH3:35])([CH2:12][CH2:13][CH2:14][CH2:15][CH2:16][CH2:17][CH:18]([OH:33])[CH2:19][CH2:20][CH2:21][CH2:22][CH2:23][CH2:24][C:25]([CH3:32])([CH3:31])[CH2:26][OH:27])[CH2:10][OH:9]. The yield is 0.650. (4) The reactants are [Br:1][C:2]1[CH:3]=[CH:4][C:5]([NH:8][C:9]([O:11][C:12]([CH3:15])([CH3:14])[CH3:13])=[O:10])=[N:6][CH:7]=1.[H-].[Na+].Br[CH2:19][C:20]([O:22][CH3:23])=[O:21]. The catalyst is CN(C=O)C. The product is [Br:1][C:2]1[CH:3]=[CH:4][C:5]([N:8]([C:9]([O:11][C:12]([CH3:15])([CH3:14])[CH3:13])=[O:10])[CH2:19][C:20]([O:22][CH3:23])=[O:21])=[N:6][CH:7]=1. The yield is 0.500. (5) The reactants are [CH3:1][O:2][C:3]1[CH:4]=[C:5]2[C:10](=[CH:11][C:12]=1[O:13][CH3:14])[N:9]=[CH:8][CH:7]=[C:6]2[O:15][C:16]1[CH:22]=[CH:21][C:19]([NH2:20])=[CH:18][CH:17]=1.Cl[C:24](Cl)([O:26][C:27](=[O:33])OC(Cl)(Cl)Cl)Cl.[C:35]1(O)[CH:40]=[CH:39]C=[CH:37][CH:36]=1.C(=O)(O)[O-].[Na+]. The catalyst is C(Cl)Cl.C(N(CC)CC)C.C1(C)C=CC=CC=1. The product is [CH3:1][O:2][C:3]1[CH:4]=[C:5]2[C:10](=[CH:11][C:12]=1[O:13][CH3:14])[N:9]=[CH:8][CH:7]=[C:6]2[O:15][C:16]1[CH:22]=[CH:21][C:19]([NH:20][C:27](=[O:33])[O:26][C:24]2[CH:39]=[CH:40][CH:35]=[CH:36][CH:37]=2)=[CH:18][CH:17]=1. The yield is 0.630. (6) The reactants are [OH:1][CH2:2][C@@H:3]([NH:8][S:9]([C:12]1[S:13][C:14]([Sn](C)(C)C)=[CH:15][CH:16]=1)(=[O:11])=[O:10])[C@@H:4]([CH3:7])[CH2:5][CH3:6].[B-](F)(F)(F)[F:22].[B-](F)(F)(F)F.C1[N+]2(CCl)CC[N+](F)(CC2)C1.CCOC(C)=O.CCCCCC. The catalyst is C(#N)C. The product is [F:22][C:14]1[S:13][C:12]([S:9]([NH:8][C@H:3]([CH2:2][OH:1])[C@@H:4]([CH3:7])[CH2:5][CH3:6])(=[O:11])=[O:10])=[CH:16][CH:15]=1. The yield is 0.155. (7) The reactants are [ClH:1].[CH3:2][C:3]1[C:4]2[CH2:5][NH:6][C@@H:7]3[C@@H:12]([C:13]=2[CH:14]=[CH:15][CH:16]=1)[C:11]1[CH:17]=[C:18]([O:23]C)[C:19]([O:21]C)=[CH:20][C:10]=1[CH2:9][CH2:8]3.B(Br)(Br)Br.CO. The catalyst is ClCCl. The product is [ClH:1].[CH3:2][C:3]1[C:4]2[CH2:5][NH:6][C@@H:7]3[C@@H:12]([C:13]=2[CH:14]=[CH:15][CH:16]=1)[C:11]1[CH:17]=[C:18]([OH:23])[C:19]([OH:21])=[CH:20][C:10]=1[CH2:9][CH2:8]3. The yield is 0.816.